Dataset: Catalyst prediction with 721,799 reactions and 888 catalyst types from USPTO. Task: Predict which catalyst facilitates the given reaction. (1) Reactant: [Si:1]([O:8][CH2:9][C:10]1([NH:13][CH2:14][C:15]2([OH:28])[CH2:20][CH2:19][N:18]([C:21]([O:23][C:24]([CH3:27])([CH3:26])[CH3:25])=[O:22])[CH2:17][CH2:16]2)[CH2:12][CH2:11]1)([C:4]([CH3:7])([CH3:6])[CH3:5])([CH3:3])[CH3:2].C(N(CC)C(C)C)(C)C.[Cl:38][CH2:39][C:40](Cl)=[O:41]. Product: [Si:1]([O:8][CH2:9][C:10]1([N:13]([CH2:14][C:15]2([OH:28])[CH2:16][CH2:17][N:18]([C:21]([O:23][C:24]([CH3:27])([CH3:26])[CH3:25])=[O:22])[CH2:19][CH2:20]2)[C:40](=[O:41])[CH2:39][Cl:38])[CH2:11][CH2:12]1)([C:4]([CH3:7])([CH3:6])[CH3:5])([CH3:3])[CH3:2]. The catalyst class is: 503. (2) Reactant: Cl[C:2]1[C:7]([O:8][CH3:9])=[CH:6][N:5]=[C:4]([O:10][CH3:11])[N:3]=1.[NH2:12][NH2:13]. Product: [CH3:11][O:10][C:4]1[N:3]=[C:2]([NH:12][NH2:13])[C:7]([O:8][CH3:9])=[CH:6][N:5]=1. The catalyst class is: 5. (3) Reactant: [P:1]([Cl:5])(Cl)([Cl:3])=[O:2].[N:6]1[C:15]2[CH:14]=[CH:13][CH:12]=[C:11]([OH:16])[C:10]=2[CH:9]=[CH:8][CH:7]=1.C(N(CC)CC)C. Product: [P:1]([Cl:5])([Cl:3])(=[O:2])[O:16][C:11]1[CH:12]=[CH:13][CH:14]=[C:15]2[C:10]=1[CH:9]=[CH:8][CH:7]=[N:6]2. The catalyst class is: 1.